This data is from Peptide-MHC class II binding affinity with 134,281 pairs from IEDB. The task is: Regression. Given a peptide amino acid sequence and an MHC pseudo amino acid sequence, predict their binding affinity value. This is MHC class II binding data. (1) The binding affinity (normalized) is 0.329. The MHC is DRB1_0405 with pseudo-sequence DRB1_0405. The peptide sequence is AQLGYTIRQLERLLQ. (2) The MHC is DRB1_0701 with pseudo-sequence DRB1_0701. The binding affinity (normalized) is 0.907. The peptide sequence is SSKLNKFISPKSVIG.